Task: Predict which catalyst facilitates the given reaction.. Dataset: Catalyst prediction with 721,799 reactions and 888 catalyst types from USPTO Reactant: [CH2:1]([O:3][C:4]([C:6]1[NH:7][CH:8]=[C:9]([Br:12])[C:10]=1[NH2:11])=[O:5])[CH3:2].[CH:13](=O)[CH:14]([CH3:16])[CH3:15].[BH3-]C#N.[Na+].CC(O)=O.[OH-].[Na+]. Product: [CH2:1]([O:3][C:4]([C:6]1[NH:7][CH:8]=[C:9]([Br:12])[C:10]=1[NH:11][CH2:13][CH:14]([CH3:16])[CH3:15])=[O:5])[CH3:2]. The catalyst class is: 61.